This data is from Reaction yield outcomes from USPTO patents with 853,638 reactions. The task is: Predict the reaction yield, written as a fraction of the theoretical maximum amount of product (1.0 means a 100% yield; for example, 0.34 means a 34% yield). The reactants are [F:1][CH:2]([F:23])[O:3][C:4]1[CH:22]=[CH:21][C:7]([C:8]([CH:10]2[CH2:13][N:12]([C:14]([O:16][C:17]([CH3:20])([CH3:19])[CH3:18])=[O:15])[CH2:11]2)=O)=[CH:6][CH:5]=1.C([O-])(=O)C.[Na+].Cl.[OH:30][NH2:31]. The catalyst is CO.O. The product is [F:1][CH:2]([F:23])[O:3][C:4]1[CH:22]=[CH:21][C:7]([C:8](=[N:31][OH:30])[CH:10]2[CH2:13][N:12]([C:14]([O:16][C:17]([CH3:20])([CH3:19])[CH3:18])=[O:15])[CH2:11]2)=[CH:6][CH:5]=1. The yield is 0.960.